From a dataset of Peptide-MHC class I binding affinity with 185,985 pairs from IEDB/IMGT. Regression. Given a peptide amino acid sequence and an MHC pseudo amino acid sequence, predict their binding affinity value. This is MHC class I binding data. (1) The MHC is HLA-A11:01 with pseudo-sequence HLA-A11:01. The peptide sequence is LLLLISLVY. The binding affinity (normalized) is 0.0847. (2) The peptide sequence is KSRQGDTKV. The MHC is HLA-A25:01 with pseudo-sequence HLA-A25:01. The binding affinity (normalized) is 0.0847. (3) The peptide sequence is AFDIASVFF. The MHC is HLA-A69:01 with pseudo-sequence HLA-A69:01. The binding affinity (normalized) is 0.0847. (4) The peptide sequence is ATHKAPQPA. The MHC is HLA-B07:02 with pseudo-sequence HLA-B07:02. The binding affinity (normalized) is 0.0847. (5) The binding affinity (normalized) is 0.324. The peptide sequence is ITPTIEDDKI. The MHC is HLA-A02:06 with pseudo-sequence HLA-A02:06. (6) The peptide sequence is LMIFISSFLL. The MHC is HLA-A02:06 with pseudo-sequence HLA-A02:06. The binding affinity (normalized) is 0.599. (7) The peptide sequence is YVEHDPRLVA. The MHC is HLA-A02:01 with pseudo-sequence HLA-A02:01. The binding affinity (normalized) is 0. (8) The peptide sequence is YREAGIPVL. The MHC is HLA-A31:01 with pseudo-sequence HLA-A31:01. The binding affinity (normalized) is 0.0847. (9) The peptide sequence is GPRGRHVVL. The MHC is HLA-B40:01 with pseudo-sequence HLA-B40:01. The binding affinity (normalized) is 0.0847.